From a dataset of Ames mutagenicity test results for genotoxicity prediction. Regression/Classification. Given a drug SMILES string, predict its toxicity properties. Task type varies by dataset: regression for continuous values (e.g., LD50, hERG inhibition percentage) or binary classification for toxic/non-toxic outcomes (e.g., AMES mutagenicity, cardiotoxicity, hepatotoxicity). Dataset: ames. (1) The drug is COc1ccccc1/C=C\C=O. The result is 1 (mutagenic). (2) The result is 0 (non-mutagenic). The drug is C=C(C)C(=O)OCC(C)O. (3) The drug is Cc1cc2c(c3ccc4ccccc4c13)C(=O)CC2. The result is 1 (mutagenic). (4) The compound is OC1Cc2cc3cccc4ccc5ccc1c2c5c43. The result is 1 (mutagenic). (5) The result is 1 (mutagenic). The molecule is Nc1cccc([N+](=O)[O-])c1N. (6) The compound is COc1ccc(O)c2c(=O)c3c(OC)cc4c(c3oc12)C1CCOC1O4. The result is 0 (non-mutagenic). (7) The molecule is CCc1cc(Cc2cc(C)c(N)c(CC)c2)cc(C)c1N. The result is 0 (non-mutagenic). (8) The molecule is CC(=O)Oc1ccccc1C(=O)O. The result is 0 (non-mutagenic). (9) The drug is OC1c2ccc3c(ccc4ccccc43)c2C2OC2C1O. The result is 1 (mutagenic). (10) The molecule is CCOc1cccc2cccnc12. The result is 0 (non-mutagenic).